From a dataset of Reaction yield outcomes from USPTO patents with 853,638 reactions. Predict the reaction yield, written as a fraction of the theoretical maximum amount of product (1.0 means a 100% yield; for example, 0.34 means a 34% yield). (1) The reactants are [F:1][C:2]1[CH:16]=[CH:15][C:5]2[C:6]([CH:9]3[CH2:14][CH2:13][NH:12][CH2:11][CH2:10]3)=[N:7][O:8][C:4]=2[CH:3]=1.[C:17]([O:21][C:22](=[O:33])[NH:23][C@H:24]1[CH2:29][CH2:28][C@H:27]([CH2:30][CH:31]=O)[CH2:26][CH2:25]1)([CH3:20])([CH3:19])[CH3:18].C(O[BH-](OC(=O)C)OC(=O)C)(=O)C.[Na+]. The catalyst is ClCCCl. The product is [C:17]([O:21][C:22](=[O:33])[NH:23][C@H:24]1[CH2:25][CH2:26][C@H:27]([CH2:30][CH2:31][N:12]2[CH2:11][CH2:10][CH:9]([C:6]3[C:5]4[CH:15]=[CH:16][C:2]([F:1])=[CH:3][C:4]=4[O:8][N:7]=3)[CH2:14][CH2:13]2)[CH2:28][CH2:29]1)([CH3:20])([CH3:19])[CH3:18]. The yield is 1.00. (2) The reactants are Cl[C:2]1[C:3]([C:10]([O:12][CH3:13])=[O:11])=[N:4][N:5]([CH3:9])[C:6](=[O:8])[CH:7]=1.[F:14][C:15]1[CH:21]=[CH:20][CH:19]=[CH:18][C:16]=1[NH2:17]. No catalyst specified. The product is [F:14][C:15]1[CH:21]=[CH:20][CH:19]=[CH:18][C:16]=1[NH:17][C:2]1[C:3]([C:10]([O:12][CH3:13])=[O:11])=[N:4][N:5]([CH3:9])[C:6](=[O:8])[CH:7]=1. The yield is 0.610. (3) The reactants are [CH:1]1([SH:6])[CH2:5][CH2:4][CH2:3][CH2:2]1.CC(C)([O-])C.[K+].Cl[C:14]1[N+:19]([O-:20])=[C:18]2[CH2:21][CH2:22][CH2:23][C:17]2=[C:16]([Cl:24])[CH:15]=1. The catalyst is O1CCOCC1.C(Cl)Cl. The product is [Cl:24][C:16]1[CH:15]=[C:14]([S:6][CH:1]2[CH2:5][CH2:4][CH2:3][CH2:2]2)[N+:19]([O-:20])=[C:18]2[CH2:21][CH2:22][CH2:23][C:17]=12. The yield is 0.860. (4) The reactants are C(OC([N:8]1[CH2:13][CH2:12][CH:11]([C:14]2[CH:19]=[CH:18][C:17]([NH:20][C:21]([C:23]3[N:27]=[C:26]([Cl:28])[N:25](COCC[Si](C)(C)C)[N:24]=3)=[O:22])=[C:16]([C:37]3[CH2:42][CH2:41][CH2:40][CH2:39][CH:38]=3)[CH:15]=2)[CH2:10][CH2:9]1)=O)(C)(C)C.CCO.[C:46]([OH:52])([C:48]([F:51])([F:50])[F:49])=[O:47]. The catalyst is C(Cl)Cl. The product is [F:49][C:48]([F:51])([F:50])[C:46]([OH:52])=[O:47].[C:37]1([C:16]2[CH:15]=[C:14]([CH:11]3[CH2:10][CH2:9][NH:8][CH2:13][CH2:12]3)[CH:19]=[CH:18][C:17]=2[NH:20][C:21]([C:23]2[N:27]=[C:26]([Cl:28])[NH:25][N:24]=2)=[O:22])[CH2:42][CH2:41][CH2:40][CH2:39][CH:38]=1. The yield is 0.580. (5) The reactants are C([O-])=O.[NH4+].Br[C:6]1[CH:7]=[C:8]2[C:13](=[C:14]([N+:17]([O-])=O)[C:15]=1[CH3:16])[N:12]=[CH:11][N:10]=[C:9]2[NH:20][C:21]1[CH:26]=[CH:25][CH:24]=[C:23]([C:27]([F:30])([F:29])[F:28])[CH:22]=1. The catalyst is C(O)C.[Pd]. The product is [CH3:16][C:15]1[C:14]([NH2:17])=[C:13]2[C:8]([C:9]([NH:20][C:21]3[CH:26]=[CH:25][CH:24]=[C:23]([C:27]([F:30])([F:28])[F:29])[CH:22]=3)=[N:10][CH:11]=[N:12]2)=[CH:7][CH:6]=1. The yield is 0.561. (6) The reactants are Cl[C:2]1[NH:10][C:9]2[C:4](=[N:5][CH:6]=[CH:7][CH:8]=2)[C:3]=1[C:11]#[N:12].[CH2:13]([NH2:20])[C:14]1[CH:19]=[CH:18][CH:17]=[CH:16][CH:15]=1. No catalyst specified. The product is [CH2:13]([NH:20][C:2]1[NH:10][C:9]2[C:4](=[N:5][CH:6]=[CH:7][CH:8]=2)[C:3]=1[C:11]#[N:12])[C:14]1[CH:19]=[CH:18][CH:17]=[CH:16][CH:15]=1. The yield is 0.160. (7) The catalyst is CN(C)C=O.[Cu]I. The reactants are FC(F)(F)C(O)=O.[OH:8][CH2:9][C:10]1([OH:14])[CH2:13][NH:12][CH2:11]1.[CH:15]([N:19]1[C:27]2[CH:26]=[C:25]([Cl:28])[N:24]=[CH:23][C:22]=2[C:21](I)=[N:20]1)([CH2:17][CH3:18])[CH3:16].N1CCC[C@H]1C(O)=O.C(=O)([O-])[O-].[K+].[K+]. The yield is 0.350. The product is [CH3:16][CH:15]([N:19]1[C:27]2[CH:26]=[C:25]([Cl:28])[N:24]=[CH:23][C:22]=2[C:21]([N:12]2[CH2:13][C:10]([CH2:9][OH:8])([OH:14])[CH2:11]2)=[N:20]1)[CH2:17][CH3:18]. (8) The reactants are F[P-](F)(F)(F)(F)F.C[N+](C)=C(N(C)C)ON1C2N=CC=CC=2N=N1.[NH2:25][C:26]1[N:35]=[C:34]([N:36]2[CH2:41][CH2:40][N:39]([CH3:42])[CH2:38][CH2:37]2)[C:33]2[C:28](=[CH:29][C:30]([C:43](O)=[O:44])=[CH:31][CH:32]=2)[N:27]=1.C(N(CC)C(C)C)(C)C.[NH2:55][C@@H:56]([CH2:62][C:63]1[CH:68]=[CH:67][C:66]([C:69]2[CH:74]=[CH:73][CH:72]=[CH:71][CH:70]=2)=[CH:65][CH:64]=1)[C:57]([N:59]([CH3:61])[CH3:60])=[O:58]. The catalyst is CN(C)C=O. The product is [NH2:25][C:26]1[N:35]=[C:34]([N:36]2[CH2:37][CH2:38][N:39]([CH3:42])[CH2:40][CH2:41]2)[C:33]2[C:28](=[CH:29][C:30]([C:43]([NH:55][C@@H:56]([CH2:62][C:63]3[CH:64]=[CH:65][C:66]([C:69]4[CH:70]=[CH:71][CH:72]=[CH:73][CH:74]=4)=[CH:67][CH:68]=3)[C:57]([N:59]([CH3:61])[CH3:60])=[O:58])=[O:44])=[CH:31][CH:32]=2)[N:27]=1. The yield is 0.200. (9) The reactants are [CH3:1][N:2]([CH3:20])[C:3]([C:5]1[N:14]([CH:15]2[CH2:19][CH2:18][CH2:17][CH2:16]2)[C:8]2[N:9]=[C:10](Cl)[N:11]=[CH:12][C:7]=2[CH:6]=1)=[O:4].[C:21]([O:25][C:26]([N:28]1[CH2:33][CH2:32][N:31]([C:34]2[N:35]=[N:36][C:37]([NH2:40])=[CH:38][CH:39]=2)[CH2:30][CH2:29]1)=[O:27])([CH3:24])([CH3:23])[CH3:22]. No catalyst specified. The product is [C:21]([O:25][C:26]([N:28]1[CH2:33][CH2:32][N:31]([C:34]2[N:35]=[N:36][C:37]([NH:40][C:10]3[N:11]=[CH:12][C:7]4[CH:6]=[C:5]([C:3](=[O:4])[N:2]([CH3:20])[CH3:1])[N:14]([CH:15]5[CH2:19][CH2:18][CH2:17][CH2:16]5)[C:8]=4[N:9]=3)=[CH:38][CH:39]=2)[CH2:30][CH2:29]1)=[O:27])([CH3:24])([CH3:22])[CH3:23]. The yield is 0.460.